From a dataset of Peptide-MHC class I binding affinity with 185,985 pairs from IEDB/IMGT. Regression. Given a peptide amino acid sequence and an MHC pseudo amino acid sequence, predict their binding affinity value. This is MHC class I binding data. (1) The peptide sequence is IMQVFFGYF. The MHC is HLA-A01:01 with pseudo-sequence HLA-A01:01. The binding affinity (normalized) is 0.0296. (2) The peptide sequence is KMTRVFNKF. The MHC is HLA-B08:01 with pseudo-sequence HLA-B08:01. The binding affinity (normalized) is 0.143.